Dataset: Forward reaction prediction with 1.9M reactions from USPTO patents (1976-2016). Task: Predict the product of the given reaction. The product is: [F:12][C:4]1[C:5]([O:10][CH3:11])=[CH:6][C:7]([O:8][CH3:9])=[C:2]([F:1])[C:3]=1[N:13]1[C:14](=[O:36])[C:15]2([CH2:45][CH2:44]2)[C:16]2[C:21](=[CH:20][N:19]=[C:18]([CH:23]3[CH2:28][CH2:27][CH2:26][N:25]([C:29]([O:31][C:32]([CH3:33])([CH3:35])[CH3:34])=[O:30])[CH2:24]3)[CH:17]=2)[CH2:22]1. Given the reactants [F:1][C:2]1[C:7]([O:8][CH3:9])=[CH:6][C:5]([O:10][CH3:11])=[C:4]([F:12])[C:3]=1[N:13]1[CH2:22][C:21]2[CH:20]=[N:19][C:18]([CH:23]3[CH2:28][CH2:27][CH2:26][N:25]([C:29]([O:31][C:32]([CH3:35])([CH3:34])[CH3:33])=[O:30])[CH2:24]3)=[CH:17][C:16]=2[CH2:15][C:14]1=[O:36].C(=O)([O-])[O-].[Cs+].[Cs+].Br[CH2:44][CH2:45]Cl, predict the reaction product.